This data is from NCI-60 drug combinations with 297,098 pairs across 59 cell lines. The task is: Regression. Given two drug SMILES strings and cell line genomic features, predict the synergy score measuring deviation from expected non-interaction effect. (1) Drug 1: CS(=O)(=O)OCCCCOS(=O)(=O)C. Drug 2: CC1C(C(CC(O1)OC2CC(CC3=C2C(=C4C(=C3O)C(=O)C5=CC=CC=C5C4=O)O)(C(=O)C)O)N)O. Cell line: SNB-19. Synergy scores: CSS=31.7, Synergy_ZIP=-1.07, Synergy_Bliss=-3.38, Synergy_Loewe=-36.5, Synergy_HSA=-2.29. (2) Drug 1: CC1C(C(CC(O1)OC2CC(CC3=C2C(=C4C(=C3O)C(=O)C5=C(C4=O)C(=CC=C5)OC)O)(C(=O)C)O)N)O.Cl. Drug 2: CN(C(=O)NC(C=O)C(C(C(CO)O)O)O)N=O. Cell line: OVCAR-5. Synergy scores: CSS=24.9, Synergy_ZIP=-3.96, Synergy_Bliss=-3.93, Synergy_Loewe=-19.9, Synergy_HSA=-5.69. (3) Drug 1: CN1C(=O)N2C=NC(=C2N=N1)C(=O)N. Drug 2: CC1=C(C(=O)C2=C(C1=O)N3CC4C(C3(C2COC(=O)N)OC)N4)N. Cell line: BT-549. Synergy scores: CSS=20.0, Synergy_ZIP=2.51, Synergy_Bliss=1.49, Synergy_Loewe=-13.2, Synergy_HSA=2.50. (4) Drug 1: CN(CC1=CN=C2C(=N1)C(=NC(=N2)N)N)C3=CC=C(C=C3)C(=O)NC(CCC(=O)O)C(=O)O. Drug 2: CCN(CC)CCNC(=O)C1=C(NC(=C1C)C=C2C3=C(C=CC(=C3)F)NC2=O)C. Cell line: SW-620. Synergy scores: CSS=71.1, Synergy_ZIP=-5.75, Synergy_Bliss=-8.23, Synergy_Loewe=-10.3, Synergy_HSA=-2.78. (5) Drug 1: COC1=NC(=NC2=C1N=CN2C3C(C(C(O3)CO)O)O)N. Drug 2: C1=NC2=C(N=C(N=C2N1C3C(C(C(O3)CO)O)F)Cl)N. Cell line: OVCAR-5. Synergy scores: CSS=6.31, Synergy_ZIP=0.443, Synergy_Bliss=2.46, Synergy_Loewe=-0.149, Synergy_HSA=1.04.